From a dataset of Full USPTO retrosynthesis dataset with 1.9M reactions from patents (1976-2016). Predict the reactants needed to synthesize the given product. Given the product [CH3:29][N:30]1[CH2:35][CH2:34][N:33]([CH2:6][C:7]2[CH:8]=[C:9]3[C:13](=[CH:14][CH:15]=2)[CH2:12][N:11]([C:16]([O:18][C:19]([CH3:22])([CH3:21])[CH3:20])=[O:17])[CH2:10]3)[CH2:32][CH2:31]1, predict the reactants needed to synthesize it. The reactants are: CS(O[CH2:6][C:7]1[CH:8]=[C:9]2[C:13](=[CH:14][CH:15]=1)[CH2:12][N:11]([C:16]([O:18][C:19]([CH3:22])([CH3:21])[CH3:20])=[O:17])[CH2:10]2)(=O)=O.C([O-])([O-])=O.[K+].[K+].[CH3:29][N:30]1[CH2:35][CH2:34][NH:33][CH2:32][CH2:31]1.